Dataset: Full USPTO retrosynthesis dataset with 1.9M reactions from patents (1976-2016). Task: Predict the reactants needed to synthesize the given product. (1) Given the product [CH:29]([O:32][C:33]1[CH:38]=[CH:37][CH:36]=[CH:35][C:34]=1[C:2]1[C:3]2[C:7]([CH:8]=[CH:9][CH:10]=1)=[N:6][N:5]1[C:11]([CH:16]3[CH2:17][CH2:18][N:19]([C:22]([O:24][C:25]([CH3:28])([CH3:27])[CH3:26])=[O:23])[CH2:20][CH2:21]3)=[CH:12][C:13](=[O:15])[NH:14][C:4]=21)([CH3:31])[CH3:30], predict the reactants needed to synthesize it. The reactants are: Br[C:2]1[C:3]2[C:7]([CH:8]=[CH:9][CH:10]=1)=[N:6][N:5]1[C:11]([CH:16]3[CH2:21][CH2:20][N:19]([C:22]([O:24][C:25]([CH3:28])([CH3:27])[CH3:26])=[O:23])[CH2:18][CH2:17]3)=[CH:12][C:13](=[O:15])[NH:14][C:4]=21.[CH:29]([O:32][C:33]1[CH:38]=[CH:37][CH:36]=[CH:35][C:34]=1B(O)O)([CH3:31])[CH3:30].P([O-])([O-])([O-])=O.[K+].[K+].[K+]. (2) The reactants are: [O:1]1[CH2:6][CH2:5][N:4]([C:7]2[CH:16]=[C:15]3[C:10]([N:11]=[CH:12][CH:13]=[N:14]3)=[C:9]([O:17][C@@H:18]3[CH2:23][CH2:22][C@H:21]([N:24]4C(=O)C5C(=CC=CC=5)C4=O)[CH2:20][CH2:19]3)[CH:8]=2)[CH2:3][CH2:2]1.NN.CCOCC. Given the product [O:1]1[CH2:6][CH2:5][N:4]([C:7]2[CH:16]=[C:15]3[C:10]([N:11]=[CH:12][CH:13]=[N:14]3)=[C:9]([O:17][C@@H:18]3[CH2:23][CH2:22][C@H:21]([NH2:24])[CH2:20][CH2:19]3)[CH:8]=2)[CH2:3][CH2:2]1, predict the reactants needed to synthesize it. (3) Given the product [CH2:23]([O:21][C:7]1[CH2:6][CH2:5][C@H:4]2[C:9](=[CH:10][CH2:11][C@@H:12]3[C@@H:3]2[C@@H:2]([CH3:1])[CH2:19][C@@:17]2([CH3:18])[C@H:13]3[CH2:14][CH2:15][C:16]2=[O:20])[CH:8]=1)[CH3:24], predict the reactants needed to synthesize it. The reactants are: [CH3:1][C@H:2]1[CH2:19][C@@:17]2([CH3:18])[C@@H:13]([CH2:14][CH2:15][C:16]2=[O:20])[C@H:12]2[C@H:3]1[C@@H:4]1[C:9]([CH2:10][CH2:11]2)=[CH:8][C:7](=[O:21])[CH2:6][CH2:5]1.O1CCO[CH2:24][CH2:23]1.C(OCC)(OCC)OCC.C(=O)([O-])O.[Na+]. (4) Given the product [CH3:1][O:2][C:3]1[CH:4]=[C:5]([CH:11]=[C:12]([O:14][CH3:15])[CH:13]=1)/[CH:6]=[CH:7]/[C:8]([Cl:18])=[O:9], predict the reactants needed to synthesize it. The reactants are: [CH3:1][O:2][C:3]1[CH:4]=[C:5]([CH:11]=[C:12]([O:14][CH3:15])[CH:13]=1)/[CH:6]=[CH:7]/[C:8](O)=[O:9].S(Cl)([Cl:18])=O.